From a dataset of Full USPTO retrosynthesis dataset with 1.9M reactions from patents (1976-2016). Predict the reactants needed to synthesize the given product. (1) Given the product [OH:19][C@@H:3]([CH2:4][N:5]([CH3:18])[S:6]([C:9]1[CH:14]=[CH:13][CH:12]=[CH:11][C:10]=1[N+:15]([O-:17])=[O:16])(=[O:8])=[O:7])[CH2:2][NH:1][C:37]([C@@H:32]([NH:31][C:29]([C:21]1[S:20][C:24]2[CH:25]=[CH:26][CH:27]=[CH:28][C:23]=2[CH:22]=1)=[O:30])[CH2:33][CH:34]([CH3:36])[CH3:35])=[O:38], predict the reactants needed to synthesize it. The reactants are: [NH2:1][CH2:2][C@@H:3]([OH:19])[CH2:4][N:5]([CH3:18])[S:6]([C:9]1[CH:14]=[CH:13][CH:12]=[CH:11][C:10]=1[N+:15]([O-:17])=[O:16])(=[O:8])=[O:7].[S:20]1[C:24]2[CH:25]=[CH:26][CH:27]=[CH:28][C:23]=2[CH:22]=[C:21]1[C:29]([NH:31][C@H:32]([C:37](O)=[O:38])[CH2:33][CH:34]([CH3:36])[CH3:35])=[O:30].CN1CCOCC1.CCN=C=NCCCN(C)C.Cl. (2) Given the product [CH3:38][O:39][C:14](=[O:37])[C@@H:15]([O:34][CH2:35][CH3:36])[C@@H:16]([C:18]1[CH:23]=[CH:22][C:21]([O:24][CH2:25][C:26]2[CH:27]=[CH:28][CH:29]=[CH:30][CH:31]=2)=[CH:20][C:19]=1[CH2:32][CH3:33])[OH:17], predict the reactants needed to synthesize it. The reactants are: C([C@H]1COC(=O)N1[C:14](=[O:37])[C@@H:15]([O:34][CH2:35][CH3:36])[C@@H:16]([C:18]1[CH:23]=[CH:22][C:21]([O:24][CH2:25][C:26]2[CH:31]=[CH:30][CH:29]=[CH:28][CH:27]=2)=[CH:20][C:19]=1[CH2:32][CH3:33])[OH:17])C1C=CC=CC=1.[CH3:38][O-:39].[Na+]. (3) The reactants are: Br[C:2]1[C:3]([O:8][C:9]2[CH:14]=[CH:13][C:12]([C:15]([C:17]3[N:21]([CH3:22])[C:20]4[CH:23]=[CH:24][CH:25]=[CH:26][C:19]=4[N:18]=3)=[O:16])=[CH:11][CH:10]=2)=[N:4][CH:5]=[CH:6][CH:7]=1.C(N(CC)CC)C.[CH3:34][Si:35]([C:38]#[CH:39])([CH3:37])[CH3:36]. Given the product [CH3:22][N:21]1[C:20]2[CH:23]=[CH:24][CH:25]=[CH:26][C:19]=2[N:18]=[C:17]1[C:15]([C:12]1[CH:13]=[CH:14][C:9]([O:8][C:3]2[C:2]([C:39]#[C:38][Si:35]([CH3:37])([CH3:36])[CH3:34])=[CH:7][CH:6]=[CH:5][N:4]=2)=[CH:10][CH:11]=1)=[O:16], predict the reactants needed to synthesize it. (4) The reactants are: [Cl:1][C:2]1[C:10]2[N:9]=[C:8]([NH:11][C:12]3[C:13]([C:20]([F:23])([F:22])[F:21])=[N:14][C:15]([O:18][CH3:19])=[CH:16][CH:17]=3)[N:7]([CH2:24][CH2:25][CH2:26]O)[C:6]=2[C:5]([C:28]([O:30][CH3:31])=[O:29])=[CH:4][CH:3]=1.C(N(CC)CC)C.CS(Cl)(=O)=O.C(=O)([O-])O.[Na+]. Given the product [Cl:1][C:2]1[CH:3]=[CH:4][C:5]([C:28]([O:30][CH3:31])=[O:29])=[C:6]2[C:10]=1[N:9]=[C:8]1[N:11]([C:12]3[C:13]([C:20]([F:22])([F:21])[F:23])=[N:14][C:15]([O:18][CH3:19])=[CH:16][CH:17]=3)[CH2:26][CH2:25][CH2:24][N:7]21, predict the reactants needed to synthesize it. (5) Given the product [Cl:19][C:20]1[CH:21]=[N:22][CH:23]=[CH:24][C:25]=1[C:2]1[C:7]([C:8]2[CH:13]=[CH:12][CH:11]=[CH:10][C:9]=2[F:14])=[N:6][C:5]([NH2:15])=[C:4]([N+:16]([O-:18])=[O:17])[CH:3]=1, predict the reactants needed to synthesize it. The reactants are: Br[C:2]1[CH:3]=[C:4]([N+:16]([O-:18])=[O:17])[C:5]([NH2:15])=[N:6][C:7]=1[C:8]1[CH:13]=[CH:12][CH:11]=[CH:10][C:9]=1[F:14].[Cl:19][C:20]1[CH:21]=[N:22][CH:23]=[CH:24][C:25]=1B1OC(C)(C)C(C)(C)O1.C(=O)([O-])[O-].[Cs+].[Cs+]. (6) Given the product [N+:27]([C:24]1[CH:25]=[CH:26][C:21]([NH:20][CH2:19][CH2:18][N:5]([S:6]([C:9]2[CH:14]=[CH:13][CH:12]=[CH:11][C:10]=2[N+:15]([O-:17])=[O:16])(=[O:7])=[O:8])[CH2:4][CH2:3][N:2]2[CH2:30][CH2:33][CH2:32][CH2:1]2)=[N:22][CH:23]=1)([O-:29])=[O:28], predict the reactants needed to synthesize it. The reactants are: [CH3:1][N:2]([CH3:30])[CH2:3][CH2:4][N:5]([CH2:18][CH2:19][NH:20][C:21]1[CH:26]=[CH:25][C:24]([N+:27]([O-:29])=[O:28])=[CH:23][N:22]=1)[S:6]([C:9]1[CH:14]=[CH:13][CH:12]=[CH:11][C:10]=1[N+:15]([O-:17])=[O:16])(=[O:8])=[O:7].O[CH2:32][CH2:33]N1CCCC1.